Dataset: Reaction yield outcomes from USPTO patents with 853,638 reactions. Task: Predict the reaction yield, written as a fraction of the theoretical maximum amount of product (1.0 means a 100% yield; for example, 0.34 means a 34% yield). (1) The reactants are C([O:8][CH2:9][C@H:10]1[N:15]([CH3:16])[C:14](=[O:17])[CH2:13][O:12][CH2:11]1)C1C=CC=CC=1.[H][H]. The catalyst is CO.[Pd]. The product is [OH:8][CH2:9][C@H:10]1[N:15]([CH3:16])[C:14](=[O:17])[CH2:13][O:12][CH2:11]1. The yield is 0.960. (2) The reactants are [CH:1]([C:3]1[CH:4]=[C:5]([CH2:12][CH2:13][C:14]([OH:16])=[O:15])[CH:6]=[C:7]([CH:10]=O)[C:8]=1[OH:9])=O.[NH2:17][C:18]1[CH:23]=[CH:22][CH:21]=[CH:20][C:19]=1[OH:24]. The catalyst is C(O)C. The yield is 0.990. The product is [OH:9][C:8]1[C:3]([CH:1]=[N:17][C:18]2[CH:23]=[CH:22][CH:21]=[CH:20][C:19]=2[OH:24])=[CH:4][C:5]([CH2:12][CH2:13][C:14]([OH:16])=[O:15])=[CH:6][C:7]=1[CH:10]=[N:17][C:18]1[CH:23]=[CH:22][CH:21]=[CH:20][C:19]=1[OH:24]. (3) The reactants are [CH3:1][C:2]1[C:3]([C:7]([O:9][CH2:10][CH3:11])=[O:8])=[CH:4][NH:5][CH:6]=1.[Br:12]N1C(=O)CCC1=O. No catalyst specified. The product is [Br:12][C:6]1[NH:5][CH:4]=[C:3]([C:7]([O:9][CH2:10][CH3:11])=[O:8])[C:2]=1[CH3:1]. The yield is 0.760. (4) The reactants are [O:1]=[C:2]1[C:6]2[C:7]([NH:26][C:27]3[CH:28]=[C:29]([CH3:33])[CH:30]=[CH:31][CH:32]=3)=[N:8][C:9]([NH:11][C@@H:12]3[CH2:17][CH2:16][CH2:15][CH2:14][C@@H:13]3[NH:18][C:19](=[O:25])[O:20][C:21]([CH3:24])([CH3:23])[CH3:22])=[CH:10][C:5]=2[CH2:4][NH:3]1.[B-](F)(F)(F)[F:35].[B-](F)(F)(F)F.C1[N+]2(CCl)CC[N+](F)(CC2)C1. The yield is 0.460. No catalyst specified. The product is [F:35][C:10]1[C:5]2[CH2:4][NH:3][C:2](=[O:1])[C:6]=2[C:7]([NH:26][C:27]2[CH:28]=[C:29]([CH3:33])[CH:30]=[CH:31][CH:32]=2)=[N:8][C:9]=1[NH:11][C@@H:12]1[CH2:17][CH2:16][CH2:15][CH2:14][C@@H:13]1[NH:18][C:19](=[O:25])[O:20][C:21]([CH3:24])([CH3:23])[CH3:22]. (5) The reactants are [Cl:1][CH2:2][CH:3]=O.[NH2:5][C:6]1[CH:11]=[CH:10][CH:9]=[C:8]([NH2:12])[N:7]=1. The catalyst is CC(C)=O. The product is [ClH:1].[N:5]1[CH:2]=[CH:3][N:7]2[C:8]([NH2:12])=[CH:9][CH:10]=[CH:11][C:6]=12. The yield is 0.970.